From a dataset of NCI-60 drug combinations with 297,098 pairs across 59 cell lines. Regression. Given two drug SMILES strings and cell line genomic features, predict the synergy score measuring deviation from expected non-interaction effect. (1) Drug 1: COC1=C(C=C2C(=C1)N=CN=C2NC3=CC(=C(C=C3)F)Cl)OCCCN4CCOCC4. Drug 2: CCCS(=O)(=O)NC1=C(C(=C(C=C1)F)C(=O)C2=CNC3=C2C=C(C=N3)C4=CC=C(C=C4)Cl)F. Cell line: SF-268. Synergy scores: CSS=10.3, Synergy_ZIP=-2.71, Synergy_Bliss=6.95, Synergy_Loewe=-26.8, Synergy_HSA=4.27. (2) Drug 1: C1=C(C(=O)NC(=O)N1)F. Drug 2: CN(CC1=CN=C2C(=N1)C(=NC(=N2)N)N)C3=CC=C(C=C3)C(=O)NC(CCC(=O)O)C(=O)O. Cell line: LOX IMVI. Synergy scores: CSS=48.8, Synergy_ZIP=-7.77, Synergy_Bliss=-10.7, Synergy_Loewe=-14.2, Synergy_HSA=-4.47.